Dataset: Reaction yield outcomes from USPTO patents with 853,638 reactions. Task: Predict the reaction yield, written as a fraction of the theoretical maximum amount of product (1.0 means a 100% yield; for example, 0.34 means a 34% yield). (1) The reactants are Cl[C:2]1[C:11]2[C:6](=[CH:7][CH:8]=[C:9]([O:12][CH3:13])[CH:10]=2)[N:5]=[C:4]([C:14]2[CH:21]=[CH:20][C:17]([C:18]#[N:19])=[CH:16][CH:15]=2)[CH:3]=1.[F-:22].[Cs+]. The catalyst is [N+](CCCC)(CCCC)(CCCC)CCCC.[Br-].CS(C)=O. The product is [F:22][C:2]1[C:11]2[C:6](=[CH:7][CH:8]=[C:9]([O:12][CH3:13])[CH:10]=2)[N:5]=[C:4]([C:14]2[CH:21]=[CH:20][C:17]([C:18]#[N:19])=[CH:16][CH:15]=2)[CH:3]=1. The yield is 0.317. (2) The reactants are C(CCP(CCC(O)=O)CCC(O)=O)(O)=O.[C:17]([O:21][C:22]([NH:24][C@@H:25]([CH2:36][CH2:37][C:38]([NH:40][C@@H:41]([CH2:47]S)[C:42]([O:44][CH2:45][CH3:46])=[O:43])=[O:39])[C:26]([O:28][CH2:29][C:30]1[CH:35]=[CH:34][CH:33]=[CH:32][CH:31]=1)=[O:27])=[O:23])([CH3:20])([CH3:19])[CH3:18].C(S)(C)(C)C. The catalyst is CN(C=O)C. The product is [C:17]([O:21][C:22]([NH:24][C@@H:25]([CH2:36][CH2:37][C:38]([NH:40][C@@H:41]([CH3:47])[C:42]([O:44][CH2:45][CH3:46])=[O:43])=[O:39])[C:26]([O:28][CH2:29][C:30]1[CH:31]=[CH:32][CH:33]=[CH:34][CH:35]=1)=[O:27])=[O:23])([CH3:20])([CH3:19])[CH3:18]. The yield is 0.970. (3) The reactants are FC(F)(F)C(O)=O.[NH2:8][C:9]([C:11]1[CH:16]=[CH:15][C:14]([NH:17][CH:18]2[CH2:23][CH2:22][N:21](C(OC(C)(C)C)=O)[CH2:20][CH2:19]2)=[C:13]([Cl:31])[CH:12]=1)=[O:10]. The catalyst is C(Cl)Cl. The product is [Cl:31][C:13]1[CH:12]=[C:11]([CH:16]=[CH:15][C:14]=1[NH:17][CH:18]1[CH2:23][CH2:22][NH:21][CH2:20][CH2:19]1)[C:9]([NH2:8])=[O:10]. The yield is 0.630. (4) The catalyst is O1CCCC1. The product is [C:6]([C:9]1[CH:10]=[C:11]([C:23]([CH3:26])([CH3:25])[CH3:24])[C:12]([OH:19])=[C:13]([NH:15][C:16](=[O:18])[CH3:17])[CH:14]=1)(=[O:8])[CH3:7]. The reactants are Cl[Si](C)(C)C.[C:6]([C:9]1[CH:10]=[C:11]([C:23]([CH3:26])([CH3:25])[CH3:24])[C:12]([O:19]COC)=[C:13]([NH:15][C:16](=[O:18])[CH3:17])[CH:14]=1)(=[O:8])[CH3:7].[I-].[Na+].C(=O)([O-])O.[Na+]. The yield is 0.713. (5) The catalyst is C(Cl)Cl.CC(N(C)C)=O. The product is [CH3:54][N:52]([CH3:53])[CH2:51][CH2:50][O:49][C:47]1[CH:46]=[CH:45][CH:44]=[C:43]2[C:48]=1[C:39]([NH:38][C:26]1[CH:27]=[CH:28][C:29]([O:30][CH2:31][C:32]3[CH:37]=[N:36][CH:35]=[CH:34][N:33]=3)=[C:24]([O:6][CH3:7])[CH:25]=1)=[N:40][CH:41]=[N:42]2. The yield is 0.590. The reactants are CS(Cl)(=O)=O.[OH:6][CH2:7]C1C=NC=CN=1.C(N(CC)C(C)C)(C)C.Cl[C:24]1[CH:25]=[C:26]([NH:38][C:39]2[C:48]3[C:43](=[CH:44][CH:45]=[CH:46][C:47]=3[O:49][C@@H:50](C)[CH2:51][N:52]([CH3:54])[CH3:53])[N:42]=[CH:41][N:40]=2)[CH:27]=[CH:28][C:29]=1[O:30][CH2:31][C:32]1[CH:37]=[N:36][CH:35]=[CH:34][N:33]=1.C(=O)([O-])[O-].[K+].[K+].C1OCCOCCOCCOCCOCCOC1. (6) The reactants are [O:1]1[CH:5]=[CH:4][CH:3]=[C:2]1[C:6](Cl)=[O:7].[CH3:9][N:10]1[C:19]2[C:14](=[CH:15][C:16]([CH3:20])=[CH:17][CH:18]=2)[C:13]([N:21]2[CH2:26][CH2:25][NH:24][CH2:23][CH2:22]2)=[C:12]([C:27]#[N:28])[C:11]1=[O:29]. The catalyst is N1C=CC=CC=1. The product is [O:1]1[CH:5]=[CH:4][CH:3]=[C:2]1[C:6]([N:24]1[CH2:25][CH2:26][N:21]([C:13]2[C:14]3[C:19](=[CH:18][CH:17]=[C:16]([CH3:20])[CH:15]=3)[N:10]([CH3:9])[C:11](=[O:29])[C:12]=2[C:27]#[N:28])[CH2:22][CH2:23]1)=[O:7]. The yield is 0.590.